This data is from Forward reaction prediction with 1.9M reactions from USPTO patents (1976-2016). The task is: Predict the product of the given reaction. (1) Given the reactants [Cl:1][C:2]1[CH:3]=[C:4]([C:12]2[N:16]=[C:15]([C:17]3[CH:23]=[CH:22][C:20]([NH2:21])=[CH:19][CH:18]=3)[O:14][N:13]=2)[CH:5]=[CH:6][C:7]=1[O:8][CH:9]([CH3:11])[CH3:10].O=[C:25]1[CH2:28][CH:27]([C:29]([OH:31])=[O:30])[CH2:26]1.C(O)(=O)C.C([BH3-])#N.[Na+], predict the reaction product. The product is: [Cl:1][C:2]1[CH:3]=[C:4]([C:12]2[N:16]=[C:15]([C:17]3[CH:18]=[CH:19][C:20]([NH:21][CH:25]4[CH2:28][CH:27]([C:29]([OH:31])=[O:30])[CH2:26]4)=[CH:22][CH:23]=3)[O:14][N:13]=2)[CH:5]=[CH:6][C:7]=1[O:8][CH:9]([CH3:11])[CH3:10]. (2) Given the reactants [C:1]1([C:7]2[CH:15]=[CH:14][C:10]([C:11](Cl)=[O:12])=[CH:9][CH:8]=2)[CH:6]=[CH:5][CH:4]=[CH:3][CH:2]=1.C(Cl)(Cl)Cl.Cl.[CH3:21][NH:22][C:23](=[O:31])[C@H:24]([C:27](=[O:30])[O:28][CH3:29])[NH:25][CH3:26].C(N(CC)CC)C, predict the reaction product. The product is: [CH3:29][O:28][C:27](=[O:30])[CH:24]([N:25]([CH3:26])[C:11]([C:10]1[CH:14]=[CH:15][C:7]([C:1]2[CH:6]=[CH:5][CH:4]=[CH:3][CH:2]=2)=[CH:8][CH:9]=1)=[O:12])[C:23]([NH:22][CH3:21])=[O:31]. (3) The product is: [C:7]1([C:1]2[CH:6]=[CH:5][CH:4]=[CH:3][CH:2]=2)[CH:14]=[CH:13][C:10]([CH2:11][O:15][C:16]2[CH:21]=[CH:20][C:19]([CH2:22][CH2:23][CH2:24][OH:27])=[CH:18][CH:17]=2)=[CH:9][CH:8]=1. Given the reactants [C:1]1([C:7]2[CH:14]=[CH:13][C:10]([CH2:11]Br)=[CH:9][CH:8]=2)[CH:6]=[CH:5][CH:4]=[CH:3][CH:2]=1.[OH:15][C:16]1[CH:21]=[CH:20][C:19]([CH:22](O)[CH2:23][CH3:24])=[CH:18][CH:17]=1.C(=O)([O-])[O-:27].[K+].[K+], predict the reaction product. (4) Given the reactants Cl.[S:2]1[CH:6]=[CH:5][CH:4]=[C:3]1[S:7][CH:8]1[CH2:11][NH:10][CH2:9]1.CCN=C=NCCCN(C)C.C1C=CC2N(O)N=NC=2C=1.C(N(C(C)C)CC)(C)C.Cl.[O:43]=[C:44]1[NH:53][C:52]2[N:51]=[CH:50][C:49](/[CH:54]=[CH:55]/[C:56](O)=[O:57])=[CH:48][C:47]=2[CH2:46][CH2:45]1, predict the reaction product. The product is: [O:57]=[C:56]([N:10]1[CH2:11][CH:8]([S:7][C:3]2[S:2][CH:6]=[CH:5][CH:4]=2)[CH2:9]1)/[CH:55]=[CH:54]/[C:49]1[CH:48]=[C:47]2[C:52](=[N:51][CH:50]=1)[NH:53][C:44](=[O:43])[CH2:45][CH2:46]2. (5) Given the reactants Cl[C:2]1[CH:7]=[CH:6][C:5]([CH:8]([CH:10]2[CH2:15][CH2:14][N:13]([CH3:16])[CH2:12][CH2:11]2)[OH:9])=[CH:4][CH:3]=1.S(Cl)(Cl)=O.[OH-].[Na+], predict the reaction product. The product is: [CH3:16][N:13]1[CH2:14][CH2:15][CH:10]([C:8]([C:5]2[CH:6]=[CH:7][CH:2]=[CH:3][CH:4]=2)=[O:9])[CH2:11][CH2:12]1. (6) Given the reactants [NH2:1][C:2]1[CH:6]=[C:5]([C:7]2[CH:12]=[CH:11][C:10]([O:13][CH3:14])=[CH:9][CH:8]=2)[S:4][C:3]=1[C:15]([OH:17])=[O:16].[Cl:18][C:19]1[CH:24]=[C:23]([O:25][C:26]([F:29])([F:28])[F:27])[CH:22]=[C:21]([Cl:30])[C:20]=1[N:31]=[C:32]=[O:33].C(N(CC)CC)C.O, predict the reaction product. The product is: [Cl:18][C:19]1[CH:24]=[C:23]([O:25][C:26]([F:28])([F:27])[F:29])[CH:22]=[C:21]([Cl:30])[C:20]=1[NH:31][C:32]([NH:1][C:2]1[CH:6]=[C:5]([C:7]2[CH:8]=[CH:9][C:10]([O:13][CH3:14])=[CH:11][CH:12]=2)[S:4][C:3]=1[C:15]([OH:17])=[O:16])=[O:33]. (7) The product is: [O:7]1[C:11]([C:12]([O:14][CH2:1][CH2:2][CH2:3][CH3:4])=[O:13])=[CH:10][CH:9]=[C:8]1[C:15]([O:17][CH2:1][CH2:2][CH2:3][CH3:4])=[O:16]. Given the reactants [CH2:1](O)[CH2:2][CH2:3][CH3:4].O.[O:7]1[C:11]([C:12]([OH:14])=[O:13])=[CH:10][CH:9]=[C:8]1[C:15]([OH:17])=[O:16].S(=O)(=O)(O)O, predict the reaction product. (8) Given the reactants Cl[N:2]1[CH:11]=[C:10]([Cl:12])[C:9]2[C:4](=[CH:5][C:6]([O:13][CH3:14])=[CH:7][CH:8]=2)[CH2:3]1.[CH:15]([O:18][C:19]1[CH:24]=[CH:23][C:22](B(O)O)=[CH:21][CH:20]=1)([CH3:17])[CH3:16].C([O-])([O-])=O.[K+].[K+], predict the reaction product. The product is: [Cl:12][C:10]1[C:9]2[C:4](=[CH:5][C:6]([O:13][CH3:14])=[CH:7][CH:8]=2)[CH2:3][N:2]([C:22]2[CH:23]=[CH:24][C:19]([O:18][CH:15]([CH3:17])[CH3:16])=[CH:20][CH:21]=2)[CH:11]=1. (9) Given the reactants Cl[C:2]([O:4][CH3:5])=[O:3].[O:6]=[S:7]1(=[O:32])[CH:12]=[CH:11][CH:10]([C:13]2[CH:18]=[CH:17][C:16]([N:19]3[CH2:23][C@H:22]([CH2:24][NH:25]C(=O)C(F)F)[O:21][C:20]3=[O:31])=[CH:15][CH:14]=2)[CH2:9][CH2:8]1, predict the reaction product. The product is: [O:32]=[S:7]1(=[O:6])[CH:8]=[CH:9][CH:10]([C:13]2[CH:14]=[CH:15][C:16]([N:19]3[CH2:23][C@H:22]([CH2:24][NH:25][C:2](=[O:3])[O:4][CH3:5])[O:21][C:20]3=[O:31])=[CH:17][CH:18]=2)[CH2:11][CH2:12]1. (10) Given the reactants [NH2:1][C:2]([CH3:18])([CH2:5][N:6]1[N:10]=[C:9]2[C:11]([CH3:17])=[CH:12][C:13]([Cl:16])=[C:14]([CH3:15])[C:8]2=[N:7]1)[C:3]#[N:4].[F:19][C:20]([F:31])([F:30])[C:21]1[CH:29]=[CH:28][C:24]([C:25](Cl)=[S:26])=[CH:23][CH:22]=1, predict the reaction product. The product is: [Cl:16][C:13]1[CH:12]=[C:11]([CH3:17])[C:9]2=[N:10][N:6]([CH2:5][C:2]([NH:1][C:25](=[S:26])[C:24]3[CH:23]=[CH:22][C:21]([C:20]([F:19])([F:30])[F:31])=[CH:29][CH:28]=3)([C:3]#[N:4])[CH3:18])[N:7]=[C:8]2[C:14]=1[CH3:15].